Dataset: Reaction yield outcomes from USPTO patents with 853,638 reactions. Task: Predict the reaction yield, written as a fraction of the theoretical maximum amount of product (1.0 means a 100% yield; for example, 0.34 means a 34% yield). (1) The reactants are [Cl:1][C:2]1[C:7]([CH:8](OC)[O:9]C)=[C:6]([O:13][CH:14]([F:16])[F:15])[CH:5]=[CH:4][C:3]=1[F:17]. The catalyst is CC(C)=O.O. The product is [Cl:1][C:2]1[C:3]([F:17])=[CH:4][CH:5]=[C:6]([O:13][CH:14]([F:16])[F:15])[C:7]=1[CH:8]=[O:9]. The yield is 0.400. (2) The reactants are C(N(CC)CC)C.[CH3:8][C:9]1([CH3:42])[NH:14][CH2:13][CH2:12][N:11]([C:15]2[N:16]([CH2:37][C:38]([F:41])([F:40])[F:39])[C:17]3[C:22]([N:23]=2)=[C:21]([N:24]2[CH2:29][CH2:28][O:27][CH2:26][CH2:25]2)[N:20]=[C:19]([C:30]2[CH:31]=[N:32][C:33]([NH2:36])=[N:34][CH:35]=2)[N:18]=3)[CH2:10]1.C([O:46][CH2:47][C:48](Cl)=[O:49])(=O)C.C[O-].[Na+].CO. The catalyst is C(Cl)Cl.CO.O1CCCC1.C(Cl)Cl.CO. The product is [NH2:36][C:33]1[N:34]=[CH:35][C:30]([C:19]2[N:18]=[C:17]3[C:22]([N:23]=[C:15]([N:11]4[CH2:12][CH2:13][N:14]([C:47](=[O:46])[CH2:48][OH:49])[C:9]([CH3:42])([CH3:8])[CH2:10]4)[N:16]3[CH2:37][C:38]([F:41])([F:39])[F:40])=[C:21]([N:24]3[CH2:25][CH2:26][O:27][CH2:28][CH2:29]3)[N:20]=2)=[CH:31][N:32]=1. The yield is 0.830. (3) The reactants are [F:1][C:2]1[C:7]([CH:8]([OH:18])[C:9]2[C:17]3[C:12](=[N:13][CH:14]=[CH:15][N:16]=3)[NH:11][CH:10]=2)=[CH:6][CH:5]=[CH:4][C:3]=1[NH:19][S:20]([CH2:23][CH2:24][CH3:25])(=[O:22])=[O:21].CC(OI1(OC(C)=O)(OC(C)=O)OC(=O)C2C1=CC=CC=2)=O.C(=O)(O)[O-].[Na+].S([O-])([O-])(=O)=S.[Na+].[Na+]. The catalyst is O1CCCC1. The product is [F:1][C:2]1[C:7]([C:8]([C:9]2[C:17]3[C:12](=[N:13][CH:14]=[CH:15][N:16]=3)[NH:11][CH:10]=2)=[O:18])=[CH:6][CH:5]=[CH:4][C:3]=1[NH:19][S:20]([CH2:23][CH2:24][CH3:25])(=[O:21])=[O:22]. The yield is 0.840. (4) The catalyst is CS(C)=O. The reactants are [CH3:1][O:2][C:3]([C:5]1(C(OC)=O)[CH2:13][C:12]2[C:7](=[CH:8][CH:9]=[CH:10][C:11]=2[N+:14]([O-:16])=[O:15])[CH2:6]1)=[O:4].[Cl-].[Li+].O. The product is [CH3:1][O:2][C:3]([CH:5]1[CH2:13][C:12]2[C:7](=[CH:8][CH:9]=[CH:10][C:11]=2[N+:14]([O-:16])=[O:15])[CH2:6]1)=[O:4]. The yield is 0.650. (5) The product is [N:38]1[CH:37]=[C:36]([O:24][C:21]2[CH:22]=[CH:23][C:18]([C:16]3[O:17][C:13]([NH:12][C:3]4[CH:4]=[C:5]([C:8]([F:9])([F:10])[F:11])[CH:6]=[CH:7][C:2]=4[Cl:1])=[N:14][N:15]=3)=[CH:19][CH:20]=2)[CH:41]=[N:40][CH:39]=1. The yield is 0.595. The catalyst is CN(C=O)C.CO. The reactants are [Cl:1][C:2]1[CH:7]=[CH:6][C:5]([C:8]([F:11])([F:10])[F:9])=[CH:4][C:3]=1[NH:12][C:13]1[O:17][C:16]([C:18]2[CH:23]=[CH:22][C:21]([OH:24])=[CH:20][CH:19]=2)=[N:15][N:14]=1.C[Si]([N-][Si](C)(C)C)(C)C.[K+].Br[C:36]1[CH:37]=[N:38][CH:39]=[N:40][CH:41]=1.C([O-])([O-])=O.[K+].[K+].